This data is from Catalyst prediction with 721,799 reactions and 888 catalyst types from USPTO. The task is: Predict which catalyst facilitates the given reaction. (1) Reactant: [Br:1][C:2]1[CH:3]=[C:4]([NH:9]C(=O)C)[CH:5]=[C:6]([F:8])[CH:7]=1.Cl.[OH-].[Na+]. Product: [Br:1][C:2]1[CH:3]=[C:4]([CH:5]=[C:6]([F:8])[CH:7]=1)[NH2:9]. The catalyst class is: 8. (2) Product: [CH3:9][N:8]([CH3:10])[C:5]1[N:4]=[C:3]([O:11][CH3:12])[C:2]([B:13]([OH:18])[OH:14])=[CH:7][N:6]=1. The catalyst class is: 1. Reactant: Br[C:2]1[C:3]([O:11][CH3:12])=[N:4][C:5]([N:8]([CH3:10])[CH3:9])=[N:6][CH:7]=1.[B:13](OC(C)C)([O:18]C(C)C)[O:14]C(C)C.C([Li])CCC.[Cl-].[NH4+].